Dataset: Peptide-MHC class I binding affinity with 185,985 pairs from IEDB/IMGT. Task: Regression. Given a peptide amino acid sequence and an MHC pseudo amino acid sequence, predict their binding affinity value. This is MHC class I binding data. (1) The peptide sequence is LIFQVWQRSW. The MHC is Mamu-B52 with pseudo-sequence Mamu-B52. The binding affinity (normalized) is 0.361. (2) The peptide sequence is ISGSNIVIF. The MHC is HLA-B15:17 with pseudo-sequence HLA-B15:17. The binding affinity (normalized) is 0.533. (3) The peptide sequence is PAHKSQLVW. The MHC is HLA-B15:01 with pseudo-sequence HLA-B15:01. The binding affinity (normalized) is 0.0847. (4) The peptide sequence is HSNLNDATY. The MHC is HLA-B48:01 with pseudo-sequence HLA-B48:01. The binding affinity (normalized) is 0.0847. (5) The peptide sequence is AVDLSHFLR. The MHC is HLA-A24:02 with pseudo-sequence HLA-A24:02. The binding affinity (normalized) is 0. (6) The peptide sequence is WHKVGKNVY. The MHC is Mamu-A20102 with pseudo-sequence Mamu-A20102. The binding affinity (normalized) is 0.275.